Dataset: NCI-60 drug combinations with 297,098 pairs across 59 cell lines. Task: Regression. Given two drug SMILES strings and cell line genomic features, predict the synergy score measuring deviation from expected non-interaction effect. Synergy scores: CSS=42.9, Synergy_ZIP=2.16, Synergy_Bliss=0.877, Synergy_Loewe=-38.3, Synergy_HSA=-1.29. Drug 1: CN(CC1=CN=C2C(=N1)C(=NC(=N2)N)N)C3=CC=C(C=C3)C(=O)NC(CCC(=O)O)C(=O)O. Drug 2: CCC(=C(C1=CC=CC=C1)C2=CC=C(C=C2)OCCN(C)C)C3=CC=CC=C3.C(C(=O)O)C(CC(=O)O)(C(=O)O)O. Cell line: OVCAR-4.